From a dataset of Reaction yield outcomes from USPTO patents with 853,638 reactions. Predict the reaction yield, written as a fraction of the theoretical maximum amount of product (1.0 means a 100% yield; for example, 0.34 means a 34% yield). (1) The reactants are [CH3:1][N:2]1[C:6](=[O:7])[N:5]([C:8]2[CH:13]=[C:12]([N+:14]([O-])=O)[CH:11]=[CH:10][C:9]=2[N:17]2[CH2:22][CH2:21][N:20]([CH:23]3[CH2:26][O:25][CH2:24]3)[CH2:19][CH2:18]2)[N:4]=[N:3]1. The catalyst is CCO.CO.[Pd]. The product is [NH2:14][C:12]1[CH:11]=[CH:10][C:9]([N:17]2[CH2:22][CH2:21][N:20]([CH:23]3[CH2:26][O:25][CH2:24]3)[CH2:19][CH2:18]2)=[C:8]([N:5]2[C:6](=[O:7])[N:2]([CH3:1])[N:3]=[N:4]2)[CH:13]=1. The yield is 0.780. (2) The catalyst is C(O)CCC. The reactants are Cl[C:2]1[C:3]2[CH:10]=[CH:9][NH:8][C:4]=2[N:5]=[C-:6][N:7]=1.[CH3:11][NH:12][CH:13]1[CH2:21][CH2:20][C@H:19]2[C@H:15]([CH2:16][N:17]([C:22]([O:24][C:25]([CH3:28])([CH3:27])[CH3:26])=[O:23])[CH2:18]2)[CH2:14]1.C(=O)([O-])[O-].[K+].[K+].O. The product is [CH3:11][N:12]([C:2]1[C:3]2[CH:10]=[CH:9][NH:8][C:4]=2[N:5]=[CH:6][N:7]=1)[CH:13]1[CH2:21][CH2:20][C@@H:19]2[C@@H:15]([CH2:16][N:17]([C:22]([O:24][C:25]([CH3:28])([CH3:27])[CH3:26])=[O:23])[CH2:18]2)[CH2:14]1. The yield is 0.532. (3) The reactants are Br[C:2]1[C:7]([OH:8])=[CH:6][CH:5]=[CH:4][N:3]=1.C(=O)([O-])[O-].[Na+].[Na+].N#N.[F:17][C:18]1[CH:23]=[CH:22][C:21](B(O)O)=[CH:20][CH:19]=1. The catalyst is O.C(O)C.[Pd].C1(P(C2C=CC=CC=2)C2C=CC=CC=2)C=CC=CC=1.C1(P(C2C=CC=CC=2)C2C=CC=CC=2)C=CC=CC=1.C1(P(C2C=CC=CC=2)C2C=CC=CC=2)C=CC=CC=1.C1(P(C2C=CC=CC=2)C2C=CC=CC=2)C=CC=CC=1.C1(C)C=CC=CC=1. The product is [F:17][C:18]1[CH:23]=[CH:22][C:21]([C:2]2[C:7]([OH:8])=[CH:6][CH:5]=[CH:4][N:3]=2)=[CH:20][CH:19]=1. The yield is 0.460. (4) The reactants are [CH:1]1([N:4]2[C:13]3[C:8](=[CH:9][CH:10]=[C:11]([C:16]4[S:25][C:19]5[S:20][CH2:21][CH2:22][CH:23](O)[C:18]=5[CH:17]=4)[C:12]=3[O:14][CH3:15])[C:7](=[O:26])[C:6]([C:27]([O:29][CH2:30][CH3:31])=[O:28])=[CH:5]2)[CH2:3][CH2:2]1.C1(C)C=CC=CC=1.C1C=CC(P([N:53]=[N+:54]=[N-:55])(C2C=CC=CC=2)=O)=CC=1.C1CCN2C(=NCCC2)CC1. The catalyst is ClCCl. The product is [N:53]([CH:23]1[CH2:22][CH2:21][S:20][C:19]2[S:25][C:16]([C:11]3[C:12]([O:14][CH3:15])=[C:13]4[C:8]([C:7](=[O:26])[C:6]([C:27]([O:29][CH2:30][CH3:31])=[O:28])=[CH:5][N:4]4[CH:1]4[CH2:3][CH2:2]4)=[CH:9][CH:10]=3)=[CH:17][C:18]1=2)=[N+:54]=[N-:55]. The yield is 0.830. (5) The reactants are C([O:8][CH2:9][CH:10]1[O:24][C:14]2=[C:15]3[C:20](=[CH:21][CH:22]=[C:13]2[O:12][CH2:11]1)[N:19]=[C:18]([CH3:23])[CH:17]=[CH:16]3)C1C=CC=CC=1. The catalyst is C(Cl)Cl. The product is [CH3:23][C:18]1[CH:17]=[CH:16][C:15]2[C:20](=[CH:21][CH:22]=[C:13]3[O:12][CH2:11][C@@H:10]([CH2:9][OH:8])[O:24][C:14]3=2)[N:19]=1. The yield is 0.840. (6) The reactants are [F:1][C:2]1[CH:10]=[CH:9][C:8]([CH2:11][C:12]2[C:21]3[C:16](=[CH:17][CH:18]=[CH:19][CH:20]=3)[C:15](=[O:22])[NH:14][N:13]=2)=[CH:7][C:3]=1[C:4](O)=[O:5].F[P-](F)(F)(F)(F)F.N1(OC(N(C)C)=[N+](C)C)C2C=CC=CC=2N=N1.[CH2:47]([NH:49][C:50]([C:52]1[N:53]=[C:54]([C:61]([F:64])([F:63])[F:62])[N:55]2[CH2:60][CH2:59][NH:58][CH2:57][C:56]=12)=[O:51])[CH3:48].C(N(CC)C(C)C)(C)C. The catalyst is CN(C)C=O.O. The product is [CH2:47]([NH:49][C:50]([C:52]1[N:53]=[C:54]([C:61]([F:63])([F:64])[F:62])[N:55]2[CH2:60][CH2:59][N:58]([C:4](=[O:5])[C:3]3[CH:7]=[C:8]([CH2:11][C:12]4[C:21]5[C:16](=[CH:17][CH:18]=[CH:19][CH:20]=5)[C:15](=[O:22])[NH:14][N:13]=4)[CH:9]=[CH:10][C:2]=3[F:1])[CH2:57][C:56]=12)=[O:51])[CH3:48]. The yield is 0.439. (7) The reactants are [CH3:1][C:2]1[N:10]=[CH:9][CH:8]=[CH:7][C:3]=1[C:4]([OH:6])=[O:5].Cl[CH2:12][CH2:13][S:14]([C:17]1[CH:22]=[CH:21][CH:20]=[CH:19][CH:18]=1)(=[O:16])=[O:15]. No catalyst specified. The product is [C:17]1([S:14]([CH2:13][CH2:12][CH2:1][C:2]2[N:10]=[CH:9][CH:8]=[CH:7][C:3]=2[C:4]([OH:6])=[O:5])(=[O:16])=[O:15])[CH:22]=[CH:21][CH:20]=[CH:19][CH:18]=1. The yield is 0.160.